This data is from Forward reaction prediction with 1.9M reactions from USPTO patents (1976-2016). The task is: Predict the product of the given reaction. (1) Given the reactants [CH3:1][O:2][C:3]1[CH:10]=[C:9]([N+:11]([O-:13])=[O:12])[CH:8]=[CH:7][C:4]=1[CH:5]=[O:6].CC1C=CC(S([CH2:24][N+:25]#[C-:26])(=O)=O)=CC=1.C(=O)([O-])[O-].[K+].[K+].C([O-])(O)=O.[Na+], predict the reaction product. The product is: [CH3:1][O:2][C:3]1[CH:10]=[C:9]([N+:11]([O-:13])=[O:12])[CH:8]=[CH:7][C:4]=1[C:5]1[O:6][CH:26]=[N:25][CH:24]=1. (2) Given the reactants Br.[S:2]1[CH:6]=[CH:5][C:4]2[C:7]([C:11]3[N:12]4[CH2:19][CH2:18][N:17]=[C:13]4[S:14][C:15]=3Br)=[CH:8][CH:9]=[CH:10][C:3]1=2.C([Mg]Cl)C.[CH3:24][S:25]SC, predict the reaction product. The product is: [S:2]1[CH:6]=[CH:5][C:4]2[C:7]([C:11]3[N:12]4[CH2:19][CH2:18][N:17]=[C:13]4[S:14][C:15]=3[S:25][CH3:24])=[CH:8][CH:9]=[CH:10][C:3]1=2. (3) The product is: [NH2:7][CH2:8][CH:9]([NH:16][C:17]([C:18]1[CH:23]=[CH:22][C:21]([CH3:24])=[C:20]([NH:25][C:26]([C:28]2[C:29](=[O:42])[NH:30][C:31]3[C:36]([CH:37]=2)=[CH:35][C:34]([O:38][CH3:39])=[C:33]([O:40][CH3:41])[CH:32]=3)=[O:27])[CH:19]=1)=[O:43])[C:10]1[CH:11]=[CH:12][CH:13]=[CH:14][CH:15]=1. Given the reactants C(OC(=O)[NH:7][CH2:8][CH:9]([NH:16][C:17](=[O:43])[C:18]1[CH:23]=[CH:22][C:21]([CH3:24])=[C:20]([NH:25][C:26]([C:28]2[C:29](=[O:42])[NH:30][C:31]3[C:36]([CH:37]=2)=[CH:35][C:34]([O:38][CH3:39])=[C:33]([O:40][CH3:41])[CH:32]=3)=[O:27])[CH:19]=1)[C:10]1[CH:15]=[CH:14][CH:13]=[CH:12][CH:11]=1)(C)(C)C, predict the reaction product. (4) Given the reactants Cl.[NH2:2][C@@H:3]([CH2:16][CH:17]1[CH2:19][CH2:18]1)[CH2:4][N:5]1[C:13](=[O:14])[C:12]2[C:7](=[CH:8][CH:9]=[CH:10][CH:11]=2)[C:6]1=[O:15].Br[C:21]1[CH:30]=[CH:29][C:24]([C:25]([O:27]C)=O)=[C:23]([CH2:31]Br)[CH:22]=1.C(N(CC)C(C)C)(C)C.O1CCOCC1.[CH3:48][N:49]1[C:53](B2OC(C)(C)C(C)(C)O2)=[CH:52][CH:51]=[N:50]1, predict the reaction product. The product is: [CH:17]1([CH2:16][C@H:3]([N:2]2[CH2:31][C:23]3[C:24](=[CH:29][CH:30]=[C:21]([C:53]4[N:49]([CH3:48])[N:50]=[CH:51][CH:52]=4)[CH:22]=3)[C:25]2=[O:27])[CH2:4][N:5]2[C:6](=[O:15])[C:7]3[C:12](=[CH:11][CH:10]=[CH:9][CH:8]=3)[C:13]2=[O:14])[CH2:19][CH2:18]1. (5) Given the reactants [CH:1]1([CH2:4][O:5][CH2:6][C:7]2[CH:12]=[CH:11][C:10]([C@@H:13]3[C@@H:18]([O:19][CH2:20][C:21]4[CH:22]=[CH:23][C:24]5[O:29][CH2:28][CH2:27][N:26]([CH2:30][CH2:31][CH2:32][O:33][CH3:34])[C:25]=5[CH:35]=4)[CH2:17][N:16](S(C4C=CC(C)=CC=4)(=O)=O)[CH2:15][C@H:14]3[OH:46])=[CH:9][CH:8]=2)[CH2:3][CH2:2]1.C([Si]([O:54][C@H:55]([CH3:59])[CH2:56][CH2:57]I)(C)C)(C)(C)C, predict the reaction product. The product is: [CH:1]1([CH2:4][O:5][CH2:6][C:7]2[CH:8]=[CH:9][C:10]([C@@H:13]3[C@@H:18]([O:19][CH2:20][C:21]4[CH:22]=[CH:23][C:24]5[O:29][CH2:28][CH2:27][N:26]([CH2:30][CH2:31][CH2:32][O:33][CH3:34])[C:25]=5[CH:35]=4)[CH2:17][NH:16][CH2:15][C@H:14]3[O:46][CH2:57][CH2:56][C@H:55]([OH:54])[CH3:59])=[CH:11][CH:12]=2)[CH2:3][CH2:2]1. (6) Given the reactants [CH:14]1[CH:19]=[CH:18][C:17](P([C:14]2[CH:19]=[CH:18][CH:17]=[CH:16][CH:15]=2)[C:14]2[CH:19]=[CH:18][CH:17]=[CH:16][CH:15]=2)=[CH:16][CH:15]=1.[B:20]1([B:20]2[O:24][C:23]([CH3:26])([CH3:25])[C:22]([CH3:28])([CH3:27])[O:21]2)[O:24][C:23]([CH3:26])([CH3:25])[C:22]([CH3:28])([CH3:27])[O:21]1.O([C:40]1C=CC=CC=1)[K], predict the reaction product. The product is: [CH3:40][C:16]1([CH3:15])[C:14]([B:20]2[O:24][C:23]([CH3:26])([CH3:25])[C:22]([CH3:28])([CH3:27])[O:21]2)=[CH:19][CH2:18][CH2:17]1. (7) Given the reactants [NH:1]1[CH2:4][CH:3]([N:5]2[CH:9]=[C:8]([C:10]3[CH:11]=[C:12]4[C:18]([CH:19]([C:21]5[C:26]([Cl:27])=[CH:25][CH:24]=[C:23]([F:28])[C:22]=5[Cl:29])[CH3:20])=[CH:17][NH:16][C:13]4=[N:14][CH:15]=3)[CH:7]=[N:6]2)[CH2:2]1.[CH:30](OCC)=[O:31], predict the reaction product. The product is: [Cl:29][C:22]1[C:23]([F:28])=[CH:24][CH:25]=[C:26]([Cl:27])[C:21]=1[CH:19]([C:18]1[C:12]2[C:13](=[N:14][CH:15]=[C:10]([C:8]3[CH:7]=[N:6][N:5]([CH:3]4[CH2:2][N:1]([CH:30]=[O:31])[CH2:4]4)[CH:9]=3)[CH:11]=2)[NH:16][CH:17]=1)[CH3:20].